From a dataset of Full USPTO retrosynthesis dataset with 1.9M reactions from patents (1976-2016). Predict the reactants needed to synthesize the given product. (1) The reactants are: [Br:1][C:2]1[C:6]2[N:7]=[C:8]([O:11][CH3:12])[N:9]=[CH:10][C:5]=2[S:4][CH:3]=1.[Li+].[Cl-].C([C:17]([O:19][CH3:20])=[O:18])#N. Given the product [Br:1][C:2]1[C:6]2[N:7]=[C:8]([O:11][CH3:12])[N:9]=[CH:10][C:5]=2[S:4][C:3]=1[C:17]([O:19][CH3:20])=[O:18], predict the reactants needed to synthesize it. (2) The reactants are: C1(=O)CCCCCCCCCCC1.NO.[C:16]1(=[O:29])[NH:28]CCCCC[CH2:22][CH2:21][CH2:20][CH2:19][CH2:18][CH2:17]1. Given the product [C:16]([NH2:28])(=[O:29])[C:17]1[CH:18]=[CH:19][CH:20]=[CH:21][CH:22]=1, predict the reactants needed to synthesize it. (3) Given the product [C:28]([Si:32]([CH3:43])([CH3:42])[O:33][CH2:34][CH2:35][N:36]1[CH:40]=[CH:39][C:38]([NH:41][C:13](=[O:14])[CH:12]([N:8]2[C:9](=[O:11])[CH:10]=[C:5]([O:4][C:3]3[C:2]([F:1])=[CH:26][CH:25]=[CH:24][C:23]=3[F:27])[CH:6]=[N:7]2)[CH2:16][C:17]2[CH:22]=[CH:21][CH:20]=[CH:19][CH:18]=2)=[N:37]1)([CH3:31])([CH3:30])[CH3:29], predict the reactants needed to synthesize it. The reactants are: [F:1][C:2]1[CH:26]=[CH:25][CH:24]=[C:23]([F:27])[C:3]=1[O:4][C:5]1[CH:6]=[N:7][N:8]([CH:12]([CH2:16][C:17]2[CH:22]=[CH:21][CH:20]=[CH:19][CH:18]=2)[C:13](O)=[O:14])[C:9](=[O:11])[CH:10]=1.[C:28]([Si:32]([CH3:43])([CH3:42])[O:33][CH2:34][CH2:35][N:36]1[CH:40]=[CH:39][C:38]([NH2:41])=[N:37]1)([CH3:31])([CH3:30])[CH3:29]. (4) Given the product [CH2:1]([N:8]1[C:12]([C:13](=[O:21])[C:14]2[CH:19]=[CH:18][C:17]([Cl:20])=[CH:16][CH:15]=2)=[CH:11][CH:10]=[C:9]1[CH2:22][C:23]([OH:30])=[O:28])[C:2]1[CH:7]=[CH:6][CH:5]=[CH:4][CH:3]=1, predict the reactants needed to synthesize it. The reactants are: [CH2:1]([N:8]1[C:12]([C:13](=[O:21])[C:14]2[CH:19]=[CH:18][C:17]([Cl:20])=[CH:16][CH:15]=2)=[CH:11][CH:10]=[C:9]1[CH2:22][C:23]#N)[C:2]1[CH:7]=[CH:6][CH:5]=[CH:4][CH:3]=1.C(O)C.[OH-:28].[Na+].[OH2:30]. (5) Given the product [F:82][CH:54]([F:53])[C:55]1[N:59]([C:60]2[N:65]=[C:64]([C:66]3[CH2:67][CH2:68][N:69]([C:26](=[O:28])[CH2:25][NH:24][C:22]([C@@H:18]4[CH2:19][CH2:20][CH2:21][NH:17]4)=[O:23])[CH2:70][CH:71]=3)[CH:63]=[C:62]([N:72]3[CH2:73][CH2:74][O:75][CH2:76][CH2:77]3)[N:61]=2)[C:58]2[CH:78]=[CH:79][CH:80]=[CH:81][C:57]=2[N:56]=1, predict the reactants needed to synthesize it. The reactants are: C(N(C(C)C)CC)(C)C.C(OC([N:17]1[CH2:21][CH2:20][CH2:19][C@H:18]1[C:22]([NH:24][CH2:25][C:26]([OH:28])=O)=[O:23])=O)(C)(C)C.F[P-](F)(F)(F)(F)F.N1(OC(N(C)C)=[N+](C)C)C2N=CC=CC=2N=N1.[F:53][CH:54]([F:82])[C:55]1[N:59]([C:60]2[N:65]=[C:64]([C:66]3[CH2:67][CH2:68][NH:69][CH2:70][CH:71]=3)[CH:63]=[C:62]([N:72]3[CH2:77][CH2:76][O:75][CH2:74][CH2:73]3)[N:61]=2)[C:58]2[CH:78]=[CH:79][CH:80]=[CH:81][C:57]=2[N:56]=1.